This data is from Reaction yield outcomes from USPTO patents with 853,638 reactions. The task is: Predict the reaction yield, written as a fraction of the theoretical maximum amount of product (1.0 means a 100% yield; for example, 0.34 means a 34% yield). (1) The reactants are [NH2:1][C:2]1[N:3]=[C:4]([CH3:21])[C:5]2[C:11](=S)[NH:10][C@@H:9]([C:13]3[CH:18]=[CH:17][C:16]([F:19])=[CH:15][C:14]=3[Br:20])[CH2:8][C:6]=2[N:7]=1.[NH2:22][O:23][C@H:24]1[CH2:28][N:27]([C:29]([O:31][C:32]([CH3:35])([CH3:34])[CH3:33])=[O:30])[C@H:26]([C:36]([O:38][CH3:39])=[O:37])[CH2:25]1. The catalyst is [Hg](OC(C)=O)OC(C)=O.C1(C)C=CC=CC=1. The product is [NH2:1][C:2]1[N:3]=[C:4]([CH3:21])[C:5]2=[C:6]([CH2:8][C@H:9]([C:13]3[CH:18]=[CH:17][C:16]([F:19])=[CH:15][C:14]=3[Br:20])[NH:10]/[C:11]/2=[N:22]\[O:23][C@H:24]2[CH2:28][N:27]([C:29]([O:31][C:32]([CH3:33])([CH3:34])[CH3:35])=[O:30])[C@H:26]([C:36]([O:38][CH3:39])=[O:37])[CH2:25]2)[N:7]=1. The yield is 5.70. (2) The product is [CH:28]1([CH2:31][NH:1][CH2:2][C@H:3]([NH:17][C:18](=[O:27])[C@H:19]([C:21]2[CH:22]=[CH:23][CH:24]=[CH:25][CH:26]=2)[CH3:20])[C:4]2[CH:5]=[CH:6][C:7]([O:10][CH2:11][CH:12]([CH3:16])[CH2:13][CH2:14][CH3:15])=[CH:8][CH:9]=2)[CH2:30][CH2:29]1. The reactants are [NH2:1][CH2:2][C@H:3]([NH:17][C:18](=[O:27])[C@H:19]([C:21]1[CH:26]=[CH:25][CH:24]=[CH:23][CH:22]=1)[CH3:20])[C:4]1[CH:9]=[CH:8][C:7]([O:10][CH2:11][CH:12]([CH3:16])[CH2:13][CH2:14][CH3:15])=[CH:6][CH:5]=1.[CH:28]1([CH:31]=O)[CH2:30][CH2:29]1.C(O[BH-](OC(=O)C)OC(=O)C)(=O)C.[Na+].C([O-])(O)=O.[Na+]. The yield is 0.436. The catalyst is C(#N)C. (3) The reactants are [Cl:1][C:2]1[CH:3]=[C:4]([N:22]([CH2:39][CH3:40])[CH:23]2[CH2:28][CH2:27][N:26]([CH2:29][CH2:30][C:31]3[CH:36]=[CH:35][CH:34]=[C:33]([O:37][CH3:38])[CH:32]=3)[CH2:25][CH2:24]2)[C:5]([CH3:21])=[C:6]([CH:20]=1)[C:7]([NH:9][CH2:10][C:11]1[C:12]([O:18]C)=[N:13][N:14]([CH3:17])[C:15]=1[CH3:16])=[O:8].C(=O)(O)[O-].[Na+]. The catalyst is Cl. The product is [Cl:1][C:2]1[CH:3]=[C:4]([N:22]([CH2:39][CH3:40])[CH:23]2[CH2:24][CH2:25][N:26]([CH2:29][CH2:30][C:31]3[CH:36]=[CH:35][CH:34]=[C:33]([O:37][CH3:38])[CH:32]=3)[CH2:27][CH2:28]2)[C:5]([CH3:21])=[C:6]([CH:20]=1)[C:7]([NH:9][CH2:10][C:11]1[C:12](=[O:18])[NH:13][N:14]([CH3:17])[C:15]=1[CH3:16])=[O:8]. The yield is 0.650. (4) The reactants are [Br:1][C:2]1[CH:3]=[CH:4][C:5]([CH2:8][OH:9])=[N:6][CH:7]=1.ClC1C=CC=C(C(OO)=[O:18])C=1. The catalyst is C(Cl)Cl. The product is [Br:1][C:2]1[CH:3]=[CH:4][C:5]([CH2:8][OH:9])=[N+:6]([O-:18])[CH:7]=1. The yield is 0.560. (5) The reactants are [C:1]([CH:3]1[CH2:7][CH2:6][CH2:5][CH2:4]1)#[CH:2].C(N(CC)CC)C.Cl[C:16]1[C:37]([O:38][CH2:39][CH2:40][O:41][CH2:42][CH2:43][O:44][CH3:45])=[CH:36][C:19]([C:20]([NH:22][S:23]([C:26]2[CH:31]=[CH:30][CH:29]=[CH:28][C:27]=2[S:32](=[O:35])(=[O:34])[NH2:33])(=[O:25])=[O:24])=[O:21])=[CH:18][N:17]=1. The catalyst is CN(C)C=O.C1C=CC([P]([Pd]([P](C2C=CC=CC=2)(C2C=CC=CC=2)C2C=CC=CC=2)([P](C2C=CC=CC=2)(C2C=CC=CC=2)C2C=CC=CC=2)[P](C2C=CC=CC=2)(C2C=CC=CC=2)C2C=CC=CC=2)(C2C=CC=CC=2)C2C=CC=CC=2)=CC=1.[Cu]I. The product is [CH:3]1([C:1]#[C:2][C:16]2[C:37]([O:38][CH2:39][CH2:40][O:41][CH2:42][CH2:43][O:44][CH3:45])=[CH:36][C:19]([C:20]([NH:22][S:23]([C:26]3[CH:31]=[CH:30][CH:29]=[CH:28][C:27]=3[S:32](=[O:35])(=[O:34])[NH2:33])(=[O:24])=[O:25])=[O:21])=[CH:18][N:17]=2)[CH2:7][CH2:6][CH2:5][CH2:4]1. The yield is 0.300. (6) The reactants are Cl[C:2]1[N:11]=[C:10]([NH:12][CH2:13][CH:14]([C:21]2[CH:26]=[CH:25][CH:24]=[CH:23][CH:22]=2)[C:15]2[CH:20]=[CH:19][CH:18]=[CH:17][CH:16]=2)[C:9]2[C:4](=[CH:5][CH:6]=[CH:7][CH:8]=2)[N:3]=1.CC1(C)C(C)(C)OB([C:35]2[CH:36]=[N:37][C:38]([NH:41][CH2:42][C:43]([F:46])([F:45])[F:44])=[N:39][CH:40]=2)O1.C(NC1C2C(=CC=CC=2)N=C(C2SC3C=CC=CC=3C=2)N=1)(C1C=CC=CC=1)C1C=CC=CC=1. The catalyst is C1CCCCC1.CCOC(C)=O. The product is [C:15]1([CH:14]([C:21]2[CH:26]=[CH:25][CH:24]=[CH:23][CH:22]=2)[CH2:13][NH:12][C:10]2[C:9]3[C:4](=[CH:5][CH:6]=[CH:7][CH:8]=3)[N:3]=[C:2]([C:35]3[CH:40]=[N:39][C:38]([NH:41][CH2:42][C:43]([F:46])([F:45])[F:44])=[N:37][CH:36]=3)[N:11]=2)[CH:20]=[CH:19][CH:18]=[CH:17][CH:16]=1. The yield is 0.250. (7) The reactants are [C:1]([OH:8])(=[O:7])[CH2:2][CH2:3][C:4]([OH:6])=[O:5].[F:9][C:10]1[CH:38]=[CH:37][C:13]2[N:14]=[C:15]([N:27]3[CH2:32][CH2:31][NH:30][C@@H:29]([CH2:33][CH2:34][O:35][CH3:36])[CH2:28]3)[C:16]3[CH:22]=[C:21]([C:23]([F:26])([F:25])[F:24])[CH:20]=[CH:19][C:17]=3[NH:18][C:12]=2[CH:11]=1.[C:39](O[BH-](OC(=O)C)OC(=O)C)(=O)C.[Na+].C=O. The catalyst is ClCCl.[Cl-].[Na+].CO. The product is [NH3:14].[C:1]([OH:8])(=[O:7])[CH2:2][CH2:3][C:4]([OH:6])=[O:5].[F:9][C:10]1[CH:38]=[CH:37][C:13]2[N:14]=[C:15]([N:27]3[CH2:32][CH2:31][N:30]([CH3:39])[C@@H:29]([CH2:33][CH2:34][O:35][CH3:36])[CH2:28]3)[C:16]3[CH:22]=[C:21]([C:23]([F:25])([F:26])[F:24])[CH:20]=[CH:19][C:17]=3[NH:18][C:12]=2[CH:11]=1. The yield is 0.100. (8) The reactants are Cl[CH2:2][C:3]1[CH:4]=[C:5]([CH:34]=[CH:35][CH:36]=1)[C:6]([O:8][C:9]1[CH:10]=[CH:11][C:12]2[C:18]3[C:19]([O:27][CH3:28])=[C:20]([O:25][CH3:26])[C:21]([O:23][CH3:24])=[CH:22][C:17]=3[CH2:16][CH2:15][C@H:14]([NH:29][C:30](=[O:32])[CH3:31])[C:13]=2[CH:33]=1)=[O:7].[C:37]([N:40]1[CH2:45][CH2:44][NH:43][CH2:42][CH2:41]1)(=[O:39])[CH3:38].[I-].[Na+]. The catalyst is C(#N)C. The product is [C:37]([N:40]1[CH2:45][CH2:44][N:43]([CH2:2][C:3]2[CH:4]=[C:5]([CH:34]=[CH:35][CH:36]=2)[C:6]([O:8][C:9]2[CH:10]=[CH:11][C:12]3[C:18]4[C:19]([O:27][CH3:28])=[C:20]([O:25][CH3:26])[C:21]([O:23][CH3:24])=[CH:22][C:17]=4[CH2:16][CH2:15][C@H:14]([NH:29][C:30](=[O:32])[CH3:31])[C:13]=3[CH:33]=2)=[O:7])[CH2:42][CH2:41]1)(=[O:39])[CH3:38]. The yield is 0.690. (9) The yield is 0.720. The product is [C:34]1([N:24]2[C:25]([CH2:27][CH2:28][C:29]([OH:31])=[O:30])=[CH:26][C:22]([O:18][CH2:17][CH2:16][CH2:15][CH2:14][C:12]3[O:11][N:10]=[C:9]([C:6]4[CH:5]=[CH:4][C:3]([C:2]([F:1])([F:19])[F:20])=[CH:8][CH:7]=4)[CH:13]=3)=[N:23]2)[CH:39]=[CH:38][CH:37]=[CH:36][CH:35]=1. The reactants are [F:1][C:2]([F:20])([F:19])[C:3]1[CH:8]=[CH:7][C:6]([C:9]2[CH:13]=[C:12]([CH2:14][CH2:15][CH2:16][CH2:17][OH:18])[O:11][N:10]=2)=[CH:5][CH:4]=1.O[C:22]1[CH:26]=[C:25]([CH2:27][CH2:28][C:29]([O:31]CC)=[O:30])[N:24]([C:34]2[CH:39]=[CH:38][CH:37]=[CH:36][CH:35]=2)[N:23]=1.C1(P(C2C=CC=CC=2)C2C=CC=CC=2)C=CC=CC=1.N(C(OCC)=O)=NC(OCC)=O. The catalyst is C1(C)C=CC=CC=1.O1CCCC1. (10) The reactants are [OH:1][CH2:2][CH2:3][N:4]1[C:12](=[O:13])[C:11]2[C:6](=[CH:7][CH:8]=[CH:9][CH:10]=2)[C:5]1=[O:14].[H-].[Na+].[CH:17]1[CH:22]=[CH:21][C:20]([CH2:23]Br)=[CH:19][CH:18]=1. The catalyst is CN(C=O)C. The product is [CH2:23]([O:1][CH2:2][CH2:3][N:4]1[C:5](=[O:14])[C:6]2[C:11](=[CH:10][CH:9]=[CH:8][CH:7]=2)[C:12]1=[O:13])[C:20]1[CH:21]=[CH:22][CH:17]=[CH:18][CH:19]=1. The yield is 0.650.